From a dataset of Retrosynthesis with 50K atom-mapped reactions and 10 reaction types from USPTO. Predict the reactants needed to synthesize the given product. (1) Given the product CCn1nc(-c2ccc(C#N)cc2)c2c3cc(OC)c(OC)cc3ncc21, predict the reactants needed to synthesize it. The reactants are: CCI.COc1cc2ncc3[nH]nc(-c4ccc(C#N)cc4)c3c2cc1OC. (2) Given the product Cc1c(CC(=O)O)cc2ccc(Cl)cc2c1-c1ccc(NS(=O)(=O)c2ccccc2C(F)(F)F)cc1, predict the reactants needed to synthesize it. The reactants are: COC(=O)Cc1cc2ccc(Cl)cc2c(-c2ccc(NS(=O)(=O)c3ccccc3C(F)(F)F)cc2)c1C.